This data is from Forward reaction prediction with 1.9M reactions from USPTO patents (1976-2016). The task is: Predict the product of the given reaction. The product is: [NH2:8][C:9]1[C:10]([CH3:17])=[N:11][S:12][C:13]=1[C:14]([OH:16])=[O:15]. Given the reactants C(OC([NH:8][C:9]1[C:10]([CH3:17])=[N:11][S:12][C:13]=1[C:14]([OH:16])=[O:15])=O)(C)(C)C.O1CCOCC1, predict the reaction product.